This data is from Full USPTO retrosynthesis dataset with 1.9M reactions from patents (1976-2016). The task is: Predict the reactants needed to synthesize the given product. (1) Given the product [C:33]([NH:25][S:22]([C:20]1[S:21][C:17]([C:12]([C:9]2[CH:10]=[CH:11][C:6]([O:5][CH2:4][C:3](=[O:28])[C:2]([CH3:1])([CH3:29])[CH3:30])=[C:7]([CH3:27])[CH:8]=2)([CH2:13][CH3:14])[CH2:15][CH3:16])=[CH:18][C:19]=1[CH3:26])(=[O:24])=[O:23])(=[O:34])[CH:32]([CH3:36])[CH3:31], predict the reactants needed to synthesize it. The reactants are: [CH3:1][C:2]([CH3:30])([CH3:29])[C:3](=[O:28])[CH2:4][O:5][C:6]1[CH:11]=[CH:10][C:9]([C:12]([C:17]2[S:21][C:20]([S:22]([NH2:25])(=[O:24])=[O:23])=[C:19]([CH3:26])[CH:18]=2)([CH2:15][CH3:16])[CH2:13][CH3:14])=[CH:8][C:7]=1[CH3:27].[CH3:31][CH:32]([CH3:36])[C:33](O)=[O:34]. (2) The reactants are: [CH3:1][O:2][C:3]([NH:5][C:6]1[NH:7][C:8]2[CH:14]=[C:13]([O:15][S:16]([C:19]3[CH:29]=[CH:28][C:22]([O:23][CH2:24][C:25](O)=[O:26])=[CH:21][CH:20]=3)(=[O:18])=[O:17])[CH:12]=[CH:11][C:9]=2[N:10]=1)=[O:4].[CH:30]([N:33]([CH:36]([CH3:38])C)CC)([CH3:32])C.N1CCCC1. Given the product [CH3:1][O:2][C:3]([NH:5][C:6]1[NH:10][C:9]2[CH:11]=[CH:12][C:13]([O:15][S:16]([C:19]3[CH:20]=[CH:21][C:22]([O:23][CH2:24][C:25](=[O:26])[N:33]4[CH2:30][CH2:32][CH2:38][CH2:36]4)=[CH:28][CH:29]=3)(=[O:18])=[O:17])=[CH:14][C:8]=2[N:7]=1)=[O:4], predict the reactants needed to synthesize it. (3) Given the product [NH2:1][C:2]1[C:3]2[C:10]([C:11]3[CH:16]=[CH:15][C:14]([NH:17][C:18](=[O:26])[O:19][CH2:20][C:25]4[CH:24]=[C:23]([CH3:22])[O:40][N:39]=4)=[C:13]([O:27][CH3:28])[CH:12]=3)=[CH:9][N:8]([CH:29]3[CH2:30][CH2:31][O:32][CH2:33][CH2:34]3)[C:4]=2[N:5]=[CH:6][N:7]=1, predict the reactants needed to synthesize it. The reactants are: [NH2:1][C:2]1[C:3]2[C:10]([C:11]3[CH:16]=[CH:15][C:14]([NH:17][C:18](=[O:26])[O:19][C:20]4[CH:25]=[CH:24][CH:23]=[CH:22]C=4)=[C:13]([O:27][CH3:28])[CH:12]=3)=[CH:9][N:8]([CH:29]3[CH2:34][CH2:33][O:32][CH2:31][CH2:30]3)[C:4]=2[N:5]=[CH:6][N:7]=1.CC1[O:40][N:39]=C(CO)C=1. (4) The reactants are: CS([C:5]1[N:9]=[C:8]([N:10]2[CH2:15][CH:14]([CH3:16])[CH2:13][CH:12]([CH3:17])[CH2:11]2)[S:7][N:6]=1)(=O)=O.[CH2:18]([OH:21])[C:19]#[CH:20].[H-].[Na+].O. Given the product [CH2:18]([O:21][C:5]1[N:9]=[C:8]([N:10]2[CH2:15][CH:14]([CH3:16])[CH2:13][CH:12]([CH3:17])[CH2:11]2)[S:7][N:6]=1)[C:19]#[CH:20], predict the reactants needed to synthesize it. (5) Given the product [C:36]([O:35][C:33]([N:31]1[CH2:32][CH:29]([C:26]2[CH:25]=[CH:24][C:23]([NH:22][C:14]3[N:13]=[C:12]([CH2:11][CH2:10][C:9]4[CH:40]=[CH:41][CH:42]=[CH:43][C:8]=4[CH2:7][C:6]([OH:44])=[O:5])[C:17]([C:18]([F:19])([F:21])[F:20])=[CH:16][N:15]=3)=[CH:28][CH:27]=2)[CH2:30]1)=[O:34])([CH3:39])([CH3:37])[CH3:38], predict the reactants needed to synthesize it. The reactants are: O[Li].O.C[O:5][C:6](=[O:44])[CH2:7][C:8]1[CH:43]=[CH:42][CH:41]=[CH:40][C:9]=1[CH2:10][CH2:11][C:12]1[C:17]([C:18]([F:21])([F:20])[F:19])=[CH:16][N:15]=[C:14]([NH:22][C:23]2[CH:28]=[CH:27][C:26]([CH:29]3[CH2:32][N:31]([C:33]([O:35][C:36]([CH3:39])([CH3:38])[CH3:37])=[O:34])[CH2:30]3)=[CH:25][CH:24]=2)[N:13]=1.CCOC(C)=O. (6) Given the product [CH:26]([N:23]1[CH2:24][CH2:25][CH:20]([O:19][C:15]2[CH:16]=[C:17]3[C:12](=[CH:13][CH:14]=2)[NH:11][C:10]([C:8]([N:5]2[CH2:4][CH2:3][O:48][CH2:7][CH2:6]2)=[O:9])=[CH:18]3)[CH2:21][CH2:22]1)([CH3:28])[CH3:27], predict the reactants needed to synthesize it. The reactants are: FC1(F)[CH2:7][CH2:6][N:5]([C:8]([C:10]2[NH:11][C:12]3[C:17]([CH:18]=2)=[CH:16][C:15]([O:19][CH:20]2[CH2:25][CH2:24][N:23]([CH:26]([CH3:28])[CH3:27])[CH2:22][CH2:21]2)=[CH:14][CH:13]=3)=[O:9])[CH2:4][CH2:3]1.Cl.FC1(F)CCNCC1.C(N1CCC([O:48]C2C=C3C(=CC=2)NC(C(O)=O)=C3)CC1)(C)C.N1CCOCC1. (7) Given the product [C:1]([OH:20])(=[O:19])[CH2:2][CH2:3][CH2:4][CH2:5][CH2:6][CH2:7][CH2:8]/[CH:9]=[CH:10]\[CH2:11]/[CH:12]=[CH:13]\[CH2:14][CH2:15][CH2:16][CH2:17][CH3:18].[C:40]([OH:42])(=[O:41])[CH2:39][CH2:38][CH2:37][CH2:36][CH2:35][CH2:34][CH2:33]/[CH:32]=[CH:31]\[CH2:30][CH2:29][CH2:28][CH2:27][CH2:26][CH2:25][CH2:24][CH3:23], predict the reactants needed to synthesize it. The reactants are: [C:1]([OH:20])(=[O:19])[CH2:2][CH2:3][CH2:4][CH2:5]/[CH:6]=[CH:7]\[CH2:8]/[CH:9]=[CH:10]\[CH2:11]/[CH:12]=[CH:13]\[CH2:14][CH2:15][CH2:16][CH2:17][CH3:18].CC[CH2:23][CH2:24][CH2:25]/[CH:26]=[CH:27]\[CH2:28]/[CH:29]=[CH:30]\[CH2:31]/[CH:32]=[CH:33]\[CH2:34][CH2:35][CH2:36][CH2:37][CH2:38][CH2:39][C:40]([OH:42])=[O:41].C(O)(=O)CCCC/C=C\C/C=C\C/C=C\C/C=C\CC. (8) The reactants are: [Br:1][C:2]1[CH:3]=[CH:4][C:5]([NH2:8])=[N:6][CH:7]=1.[H-].[Na+].[H][H].Cl[CH2:14][CH2:15][O:16][CH3:17]. Given the product [Br:1][C:2]1[CH:3]=[CH:4][C:5]([NH:8][CH2:14][CH2:15][O:16][CH3:17])=[N:6][CH:7]=1, predict the reactants needed to synthesize it. (9) Given the product [CH3:1][O:2][C:3]1[CH:4]=[CH:5][C:6]([C:9]2[CH:14]=[CH:13][C:12]([CH2:15][C:16]([OH:18])=[O:17])=[C:11]([N+:22]([O-:24])=[O:23])[CH:10]=2)=[CH:7][CH:8]=1, predict the reactants needed to synthesize it. The reactants are: [CH3:1][O:2][C:3]1[CH:8]=[CH:7][C:6]([C:9]2[CH:14]=[CH:13][C:12]([CH:15](C([O-])=O)[C:16]([O-:18])=[O:17])=[C:11]([N+:22]([O-:24])=[O:23])[CH:10]=2)=[CH:5][CH:4]=1. (10) Given the product [CH2:20]([O:19][C:17](=[O:18])[C@H:16]([CH3:22])[NH:12][C:11]1[CH:10]=[CH:9][C:8]([CH2:7][C:1]2[CH:2]=[CH:3][CH:4]=[CH:5][CH:6]=2)=[CH:14][CH:13]=1)[CH3:21], predict the reactants needed to synthesize it. The reactants are: [C:1]1([CH2:7][C:8]2[CH:14]=[CH:13][C:11]([NH2:12])=[CH:10][CH:9]=2)[CH:6]=[CH:5][CH:4]=[CH:3][CH:2]=1.Br[CH:16]([CH3:22])[C:17]([O:19][CH2:20][CH3:21])=[O:18].C(=O)(O)[O-].[Na+].O.